This data is from Forward reaction prediction with 1.9M reactions from USPTO patents (1976-2016). The task is: Predict the product of the given reaction. The product is: [Cl:19][C:20]1[CH:21]=[CH:22][C:23]([CH:26]2[CH:30]([C:31]3[CH:32]=[CH:33][C:34]([Cl:37])=[CH:35][CH:36]=3)[N:29]([C:7]([C:6]3[CH:10]=[CH:11][C:3]([CH2:2][Cl:1])=[CH:4][CH:5]=3)=[O:8])[C:28]([C:38]3[CH:43]=[C:42]([C:44]([F:45])([F:46])[F:47])[CH:41]=[CH:40][C:39]=3[O:48][CH2:49][CH3:50])=[N:27]2)=[CH:24][CH:25]=1. Given the reactants [Cl:1][CH2:2][C:3]1[CH:11]=[CH:10][C:6]([C:7](Cl)=[O:8])=[CH:5][CH:4]=1.C(N(CC)CC)C.[Cl:19][C:20]1[CH:25]=[CH:24][C:23]([CH:26]2[CH:30]([C:31]3[CH:36]=[CH:35][C:34]([Cl:37])=[CH:33][CH:32]=3)[NH:29][C:28]([C:38]3[CH:43]=[C:42]([C:44]([F:47])([F:46])[F:45])[CH:41]=[CH:40][C:39]=3[O:48][CH2:49][CH3:50])=[N:27]2)=[CH:22][CH:21]=1, predict the reaction product.